This data is from Forward reaction prediction with 1.9M reactions from USPTO patents (1976-2016). The task is: Predict the product of the given reaction. The product is: [F:19][C:16]([F:17])([F:18])[C:14]1[N:15]=[C:11]([C:8]2([NH2:7])[CH2:10][CH2:9]2)[NH:12][CH:13]=1.[C:21]([OH:27])([C:23]([F:26])([F:25])[F:24])=[O:22]. Given the reactants C(OC(=O)[NH:7][C:8]1([C:11]2[NH:12][CH:13]=[C:14]([C:16]([F:19])([F:18])[F:17])[N:15]=2)[CH2:10][CH2:9]1)(C)(C)C.[C:21]([OH:27])([C:23]([F:26])([F:25])[F:24])=[O:22], predict the reaction product.